This data is from Peptide-MHC class I binding affinity with 185,985 pairs from IEDB/IMGT. The task is: Regression. Given a peptide amino acid sequence and an MHC pseudo amino acid sequence, predict their binding affinity value. This is MHC class I binding data. (1) The peptide sequence is EIIFYHPTF. The MHC is HLA-A69:01 with pseudo-sequence HLA-A69:01. The binding affinity (normalized) is 0.0847. (2) The peptide sequence is RALIKTLPRASYSSH. The MHC is HLA-B40:01 with pseudo-sequence HLA-B40:01. The binding affinity (normalized) is 0.00560. (3) The peptide sequence is LLRDNRAAL. The MHC is HLA-B07:02 with pseudo-sequence HLA-B07:02. The binding affinity (normalized) is 0.707. (4) The peptide sequence is FWMCSNGSL. The MHC is HLA-A24:02 with pseudo-sequence HLA-A24:02. The binding affinity (normalized) is 0.158. (5) The peptide sequence is QQMFPGAPF. The MHC is BoLA-D18.4 with pseudo-sequence BoLA-D18.4. The binding affinity (normalized) is 0.575.